Predict the reactants needed to synthesize the given product. From a dataset of Full USPTO retrosynthesis dataset with 1.9M reactions from patents (1976-2016). (1) Given the product [Cl:1][C:2]1[CH:3]=[C:4]([N:13]([CH:14]2[CH2:19][CH2:18][CH2:17][CH2:16][CH2:15]2)[CH3:20])[C:5]([CH3:12])=[C:6]([CH:11]=1)[C:7]([O:9][CH3:10])=[O:8], predict the reactants needed to synthesize it. The reactants are: [Cl:1][C:2]1[CH:3]=[C:4]([NH:13][CH:14]2[CH2:19][CH2:18][CH2:17][CH2:16][CH2:15]2)[C:5]([CH3:12])=[C:6]([CH:11]=1)[C:7]([O:9][CH3:10])=[O:8].[C:20](=O)([O-])[O-].[Cs+].[Cs+].CI. (2) Given the product [F:1][C:2]1[CH:10]=[CH:9][CH:8]=[C:7]([F:11])[C:3]=1[C:4]1[S:6][C:13]([C:14]([O:16][CH2:17][CH3:18])=[O:15])=[C:19]([CH3:21])[N:5]=1, predict the reactants needed to synthesize it. The reactants are: [F:1][C:2]1[CH:10]=[CH:9][CH:8]=[C:7]([F:11])[C:3]=1[C:4](=[S:6])[NH2:5].Cl[CH:13]([C:19]([CH3:21])=O)[C:14]([O:16][CH2:17][CH3:18])=[O:15]. (3) Given the product [C:14]([N:11]1[CH2:10][CH2:9][CH:8]([N:5]2[CH:6]=[CH:7][C:2]([Br:1])=[CH:3][C:4]2=[O:21])[CH2:13][CH2:12]1)(=[O:16])[CH:22]=[CH2:23], predict the reactants needed to synthesize it. The reactants are: [Br:1][C:2]1[CH:7]=[CH:6][N:5]([CH:8]2[CH2:13][CH2:12][N:11]([C:14]([O:16]C(C)(C)C)=O)[CH2:10][CH2:9]2)[C:4](=[O:21])[CH:3]=1.[CH3:22][CH2:23]N(CC)CC.C(Cl)(=O)C=C. (4) Given the product [Cl:7][C:8]1[CH:9]=[CH:10][C:11]2[NH:16][CH2:15][C@H:14]([CH2:18][CH2:19][OH:20])[NH:13][C:12]=2[N:23]=1, predict the reactants needed to synthesize it. The reactants are: [H-].[H-].[H-].[H-].[Li+].[Al+3].[Cl:7][C:8]1[CH:9]=[CH:10][C:11]2[NH:16][C:15](=O)[C@H:14]([CH2:18][C:19](OC)=[O:20])[NH:13][C:12]=2[N:23]=1.O.[OH-].[Na+]. (5) Given the product [C:17]([O:9][CH2:8][CH2:7][C:1]1[CH:6]=[CH:5][CH:4]=[CH:3][CH:2]=1)(=[O:24])[C:18]1[CH:23]=[CH:22][CH:21]=[CH:20][CH:19]=1, predict the reactants needed to synthesize it. The reactants are: [C:1]1([CH2:7][CH2:8][OH:9])[CH:6]=[CH:5][CH:4]=[CH:3][CH:2]=1.C(N(CC)CC)C.[C:17](Cl)(=[O:24])[C:18]1[CH:23]=[CH:22][CH:21]=[CH:20][CH:19]=1. (6) Given the product [NH2:1][C:2]1[N:7]=[C:6]([N:8]2[C:21]3[C:16](=[CH:17][CH:18]=[C:19]([C:22]#[C:23][C@@:24]([C:27]4[S:28][CH:29]=[CH:30][N:31]=4)([OH:26])[CH3:25])[CH:20]=3)[C:10]3([CH2:15][CH2:14][O:13][CH2:12][CH2:11]3)[CH2:9]2)[C:5]([Cl:32])=[CH:4][N:3]=1, predict the reactants needed to synthesize it. The reactants are: [NH2:1][C:2]1[N:7]=[C:6]([N:8]2[C:21]3[C:16](=[CH:17][CH:18]=[C:19]([C:22]#[C:23][C:24]([C:27]4[S:28][CH:29]=[CH:30][N:31]=4)([OH:26])[CH3:25])[CH:20]=3)[C:10]3([CH2:15][CH2:14][O:13][CH2:12][CH2:11]3)[CH2:9]2)[C:5]([Cl:32])=[CH:4][N:3]=1. (7) Given the product [NH2:8][C@H:3]([CH2:4][CH2:5][S:6][CH3:7])[CH:1]([OH:2])[C:24]([OH:27])=[O:26], predict the reactants needed to synthesize it. The reactants are: [CH:1]([C@H:3]([NH:8]C(=O)OC(C)(C)C)[CH2:4][CH2:5][S:6][CH3:7])=[O:2].S(=O)(O)[O-].[Na+].[C-]#N.[K+].[C:24]([O:27]CC)(=[O:26])C.